Task: Predict the reactants needed to synthesize the given product.. Dataset: Full USPTO retrosynthesis dataset with 1.9M reactions from patents (1976-2016) (1) Given the product [Cl:22][C:17]1[CH:18]=[CH:19][CH:20]=[CH:21][C:16]=1[S:15][C:4]1[CH:3]=[C:2]([S:23][CH2:24][CH2:25][C:26]([O:28][CH3:29])=[O:27])[CH:7]=[N:6][C:5]=1[NH:8][C:9]1[S:10][CH:11]=[C:12]([CH3:14])[N:13]=1, predict the reactants needed to synthesize it. The reactants are: Br[C:2]1[CH:3]=[C:4]([S:15][C:16]2[CH:21]=[CH:20][CH:19]=[CH:18][C:17]=2[Cl:22])[C:5]([NH:8][C:9]2[S:10][CH:11]=[C:12]([CH3:14])[N:13]=2)=[N:6][CH:7]=1.[SH:23][CH2:24][CH2:25][C:26]([O:28][CH3:29])=[O:27]. (2) Given the product [CH3:1][O:18][CH2:17][C@@H:16]([OH:15])[CH2:17][O:18][C@H:1]1[C@H:30]([C:27]2[CH:26]=[CH:25][C:24]([CH2:29][CH2:1][O:18][CH3:17])=[CH:23][CH:28]=2)[C@@H:31]([O:47][CH2:48][C:59]2[CH:60]=[CH:61][C:62]3[O:67][CH2:66][CH2:65][N:64]([CH2:68][CH2:69][CH2:70][O:71][CH3:72])[C:63]=3[CH:73]=2)[CH2:32][NH:20][CH2:19]1, predict the reactants needed to synthesize it. The reactants are: [CH2:1]1[O:18][CH2:17][CH2:16][O:15]CC[O:15][CH2:16][CH2:17][O:18][CH2:1]C[O:15][CH2:16][CH2:17][O:18][CH2:1]1.[C-:19]#[N:20].[K+].Cl[CH2:23][C:24]1[CH:29]=[CH:28][C:27]([C@H:30]2[C@H](O[Si](C(C)C)(C(C)C)C(C)C)CN[CH2:32][C@@H:31]2[O:47][CH:48]([C:59]2[CH:60]=[CH:61][C:62]3[O:67][CH2:66][CH2:65][N:64]([CH2:68][CH2:69][CH2:70][O:71][CH3:72])[C:63]=3[CH:73]=2)S(C2C=CC(C)=CC=2)(=O)=O)=[CH:26][CH:25]=1.